Dataset: Experimentally validated miRNA-target interactions with 360,000+ pairs, plus equal number of negative samples. Task: Binary Classification. Given a miRNA mature sequence and a target amino acid sequence, predict their likelihood of interaction. (1) The miRNA is hsa-miR-195-5p with sequence UAGCAGCACAGAAAUAUUGGC. The protein sequence of the target gene is MAEAEESPGDPGTASPRPLFAGLSDISISQDIPVEGEITIPMRSRIREFDSSTLNESVRNTIMRDLKAVGKKFMHVLYPRKSNTLLRDWDLWGPLILCVTLALMLQRDSADSEKDGGPQFAEVFVIVWFGAVTITLNSKLLGGNISFFQSLCVLGYCILPLTVAMLICRLVLLADPGPVNFMVRLFVVIVMFAWSIVASTAFLADSQPPNRRALAVYPVFLFYFVISWMILTFTPQ. Result: 1 (interaction). (2) The miRNA is mmu-miR-6996-5p with sequence UGCACAGGACAGAGCACAGUC. The protein sequence of the target gene is MATKDPTAVERANLLNMAKLSIKGLIESALSFGRTLDSDYPPLQQFFVVMEHCLKHGLKGRKSFLSYNKTIWGPLELVEKLYPEAEEIGASVRDLPGLKTPLGRARAWLRLALMQKKMADYLRCLIIQRELLSEFYEYHALMMEEEGAVIVGLLVGLNVIDANLCVKGEDLDSQVGVIDFSMYLKNEEEIGNKERNVQIAAILDQKNYVEELNRQLNSTVSSLHSRVDSLEKSNTKLIEELAIAKNNIIKLQEENHQLRSENELILMRTRQHLEVTKVDVETELQTYKHSRQGLDEMYND.... Result: 0 (no interaction). (3) The miRNA is hsa-miR-8084 with sequence GAAUACUAAGUAAAAAAUCAGUA. The protein sequence of the target gene is MWPPDAEPEPDPESAHGPRSGRTVPGLRALLPARAFLCSLKGRLLLAESGLSFITFICYVVSSASAFLTVPLLEFLLAVYFLFADAMQLNDKWQGLCWPMMDFLRCVTAALIYFVISITAVAKYSDGAYKAAGVFGFFATIVFAIDFYLIFNEVAKFLKQGDSGNETTAHRTEEENSNSDSDSD. Result: 0 (no interaction).